From a dataset of Peptide-MHC class I binding affinity with 185,985 pairs from IEDB/IMGT. Regression. Given a peptide amino acid sequence and an MHC pseudo amino acid sequence, predict their binding affinity value. This is MHC class I binding data. (1) The peptide sequence is VHYGQGWLY. The MHC is HLA-A02:11 with pseudo-sequence HLA-A02:11. The binding affinity (normalized) is 0.0847. (2) The peptide sequence is KLLNMRDLIV. The MHC is HLA-A02:06 with pseudo-sequence HLA-A02:06. The binding affinity (normalized) is 0.906. (3) The peptide sequence is RSPSQMSVR. The MHC is HLA-A03:01 with pseudo-sequence HLA-A03:01. The binding affinity (normalized) is 0.0866. (4) The peptide sequence is EMKLRQKQL. The MHC is HLA-B08:02 with pseudo-sequence HLA-B08:02. The binding affinity (normalized) is 0.325. (5) The peptide sequence is GTEEIRSLF. The MHC is HLA-A80:01 with pseudo-sequence HLA-A80:01. The binding affinity (normalized) is 0.0847. (6) The peptide sequence is KVFFVNWFR. The MHC is HLA-B07:02 with pseudo-sequence HLA-B07:02. The binding affinity (normalized) is 0.0847. (7) The peptide sequence is APFARLLNL. The MHC is HLA-B51:01 with pseudo-sequence HLA-B51:01. The binding affinity (normalized) is 0.0847. (8) The peptide sequence is DRWGLTKSI. The MHC is Mamu-B03 with pseudo-sequence Mamu-B03. The binding affinity (normalized) is 0.292. (9) The peptide sequence is RAEDTAVY. The MHC is Mamu-B17 with pseudo-sequence Mamu-B17. The binding affinity (normalized) is 0.